Dataset: Forward reaction prediction with 1.9M reactions from USPTO patents (1976-2016). Task: Predict the product of the given reaction. (1) Given the reactants [OH:1][C@:2]1([CH2:9][NH:10][C:11]([C:13]2[C:14]3[CH:15]=[CH:16][C:17](Cl)=[N:18][C:19]=3[CH:20]=[CH:21][C:22]=2[Cl:23])=[O:12])[CH2:7][CH2:6][CH2:5][C@@H:4]([CH3:8])[CH2:3]1.CCN(C(C)C)C(C)C.[F:34][C@@H:35]1[CH2:39][CH2:38][NH:37][CH2:36]1, predict the reaction product. The product is: [OH:1][C@:2]1([CH2:9][NH:10][C:11]([C:13]2[C:14]3[CH:15]=[CH:16][C:17]([N:37]4[CH2:38][CH2:39][C@@H:35]([F:34])[CH2:36]4)=[N:18][C:19]=3[CH:20]=[CH:21][C:22]=2[Cl:23])=[O:12])[CH2:7][CH2:6][CH2:5][C@@H:4]([CH3:8])[CH2:3]1. (2) Given the reactants [NH:1]1[C:5]2[CH:6]=[CH:7][CH:8]=[CH:9][C:4]=2[N:3]=[C:2]1[C:10]1[CH:11]=[C:12]([N:17]2[CH2:22][CH2:21][CH:20]([C:23](O)=[O:24])[CH2:19][CH2:18]2)[CH:13]=[CH:14][C:15]=1[Cl:16].[C:26]([O:30][C:31]([N:33]1[CH2:38][CH2:37][NH:36][CH2:35][CH2:34]1)=[O:32])([CH3:29])([CH3:28])[CH3:27], predict the reaction product. The product is: [C:26]([O:30][C:31]([N:33]1[CH2:38][CH2:37][N:36]([C:23]([CH:20]2[CH2:21][CH2:22][N:17]([C:12]3[CH:13]=[CH:14][C:15]([Cl:16])=[C:10]([C:2]4[NH:3][C:4]5[CH:9]=[CH:8][CH:7]=[CH:6][C:5]=5[N:1]=4)[CH:11]=3)[CH2:18][CH2:19]2)=[O:24])[CH2:35][CH2:34]1)=[O:32])([CH3:29])([CH3:27])[CH3:28]. (3) Given the reactants [Si](O[CH2:9][C:10]1[C:11]([O:37][CH3:38])=[N:12][C:13]2[C:18]([C:19]=1[Cl:20])=[CH:17][C:16]([C:21]([C:30]1[N:34]([CH3:35])[C:33]([CH3:36])=[N:32][CH:31]=1)([C:23]1[N:27]([CH3:28])[C:26]([CH3:29])=[N:25][CH:24]=1)[OH:22])=[CH:15][CH:14]=2)(C(C)(C)C)(C)C.S(Cl)([Cl:41])=O, predict the reaction product. The product is: [Cl:20][C:19]1[C:18]2[C:13](=[CH:14][CH:15]=[C:16]([C:21]([C:23]3[N:27]([CH3:28])[C:26]([CH3:29])=[N:25][CH:24]=3)([C:30]3[N:34]([CH3:35])[C:33]([CH3:36])=[N:32][CH:31]=3)[OH:22])[CH:17]=2)[N:12]=[C:11]([O:37][CH3:38])[C:10]=1[CH2:9][Cl:41]. (4) The product is: [Br:12][CH2:9][C:4]1[CH:5]=[CH:6][C:7]([F:8])=[C:2]([Cl:1])[CH:3]=1. Given the reactants [Cl:1][C:2]1[CH:3]=[C:4]([CH2:9]O)[CH:5]=[CH:6][C:7]=1[F:8].P(Br)(Br)[Br:12], predict the reaction product. (5) Given the reactants [CH:1]1[C:11]2[CH2:10][CH2:9][C:8]3[CH:12]=[CH:13][CH:14]=[CH:15][C:7]=3[C:6](=[CH:16][C:17]3[CH:18]=[CH:19][C:20]([O:28]C)=[C:21]([NH:23][S:24]([CH3:27])(=[O:26])=[O:25])[CH:22]=3)[C:5]=2[CH:4]=[CH:3][CH:2]=1.B(Br)(Br)Br.C([O-])(O)=O.[Na+], predict the reaction product. The product is: [CH:1]1[C:11]2[CH2:10][CH2:9][C:8]3[CH:12]=[CH:13][CH:14]=[CH:15][C:7]=3[C:6](=[CH:16][C:17]3[CH:18]=[CH:19][C:20]([OH:28])=[C:21]([NH:23][S:24]([CH3:27])(=[O:26])=[O:25])[CH:22]=3)[C:5]=2[CH:4]=[CH:3][CH:2]=1. (6) Given the reactants [CH3:1][O:2][C:3]1[CH:8]=[C:7]([C:9]2[CH:13]=[C:12]([C:14]3[CH:19]=[C:18]([O:20][CH3:21])[C:17]([O:22][CH3:23])=[C:16]([O:24][CH3:25])[CH:15]=3)[O:11][N:10]=2)[CH:6]=[C:5]([O:26][CH3:27])[C:4]=1[OH:28].C(=O)([O-])[O-].[K+].[K+].Br[CH2:36][CH2:37][CH2:38][CH2:39][CH2:40][O:41][C:42]1[CH:47]=[CH:46][C:45]([CH:48]2[NH:57][C:56](=[O:58])[C:55]3[C:50](=[CH:51][CH:52]=[CH:53][CH:54]=3)[NH:49]2)=[CH:44][C:43]=1[O:59][CH3:60], predict the reaction product. The product is: [CH3:1][O:2][C:3]1[CH:8]=[C:7]([C:9]2[CH:13]=[C:12]([C:14]3[CH:15]=[C:16]([O:24][CH3:25])[C:17]([O:22][CH3:23])=[C:18]([O:20][CH3:21])[CH:19]=3)[O:11][N:10]=2)[CH:6]=[C:5]([O:26][CH3:27])[C:4]=1[O:28][CH2:36][CH2:37][CH2:38][CH2:39][CH2:40][O:41][C:42]1[CH:47]=[CH:46][C:45]([CH:48]2[NH:57][C:56](=[O:58])[C:55]3[C:50](=[CH:51][CH:52]=[CH:53][CH:54]=3)[NH:49]2)=[CH:44][C:43]=1[O:59][CH3:60].